This data is from Reaction yield outcomes from USPTO patents with 853,638 reactions. The task is: Predict the reaction yield, written as a fraction of the theoretical maximum amount of product (1.0 means a 100% yield; for example, 0.34 means a 34% yield). (1) The reactants are [C:1]([C@@H:4]1[CH2:7][C@H:6]([C:8](O)=[O:9])[C:5]1([CH3:12])[CH3:11])(=[O:3])[CH3:2].CCN(CC)CC.ClC(OCC)=O.[N-:26]=[N+:27]=[N-:28].[Na+].[O-]S([O-])(=O)=O.[Na+].[Na+].C(O)C1C=CC=CC=1. The catalyst is CC(C)=O.O. The product is [C:1]([C@@H:4]1[CH2:7][C@H:6]([C:8]([N:26]=[N+:27]=[N-:28])=[O:9])[C:5]1([CH3:12])[CH3:11])(=[O:3])[CH3:2]. The yield is 1.00. (2) The reactants are [CH3:1][O:2][C:3]1[CH:4]=[C:5]([C:12]2[CH:17]=[CH:16][CH:15]=[CH:14][CH:13]=2)[CH:6]=[C:7]([N+:9]([O-])=O)[CH:8]=1. The catalyst is C(O)C.[Pd]. The product is [CH3:1][O:2][C:3]1[CH:8]=[C:7]([NH2:9])[CH:6]=[C:5]([C:12]2[CH:17]=[CH:16][CH:15]=[CH:14][CH:13]=2)[CH:4]=1. The yield is 0.910. (3) The reactants are [OH:1][C:2]1[CH:7]=[CH:6][CH:5]=[CH:4][C:3]=1[NH:8][C:9]([C@H:11]1[C@H:13]([C:14]2[CH:19]=[CH:18][CH:17]=[CH:16][CH:15]=2)[O:12]1)=[O:10]. The catalyst is C(#N)C.[O-]S(C(F)(F)F)(=O)=O.[Sc+3].[O-]S(C(F)(F)F)(=O)=O.[O-]S(C(F)(F)F)(=O)=O. The product is [OH:12][C@H:11]1[C:9](=[O:10])[NH:8][C:3]2[CH:4]=[CH:5][CH:6]=[CH:7][C:2]=2[O:1][C@@H:13]1[C:14]1[CH:19]=[CH:18][CH:17]=[CH:16][CH:15]=1. The yield is 0.600. (4) The reactants are [CH3:1][O:2][C:3]1[C:8]2[N:9]=[C:10]([NH:12][C:13](=[O:23])[C:14]3[CH:19]=[CH:18][C:17]([CH2:20][NH:21][CH3:22])=[CH:16][CH:15]=3)[S:11][C:7]=2[C:6]([N:24]2[CH2:29][CH2:28][O:27][CH2:26][CH2:25]2)=[CH:5][CH:4]=1.N1C=CC=CC=1.Cl[C:37]([O:39][CH3:40])=[O:38]. No catalyst specified. The product is [CH3:40][O:39][C:37](=[O:38])[N:21]([CH2:20][C:17]1[CH:18]=[CH:19][C:14]([C:13](=[O:23])[NH:12][C:10]2[S:11][C:7]3[C:6]([N:24]4[CH2:25][CH2:26][O:27][CH2:28][CH2:29]4)=[CH:5][CH:4]=[C:3]([O:2][CH3:1])[C:8]=3[N:9]=2)=[CH:15][CH:16]=1)[CH3:22]. The yield is 0.660. (5) The reactants are [CH3:1][O:2][C:3]1[CH:4]=[C:5]([N:12]2[CH2:17][CH2:16][CH:15]([N:18]3[CH2:23][CH2:22][NH:21][CH2:20][CH2:19]3)[CH2:14][CH2:13]2)[CH:6]=[CH:7][C:8]=1[N+:9]([O-:11])=[O:10].[CH3:24][S:25](Cl)(=[O:27])=[O:26].C(N(CC)CC)C. The catalyst is ClCCl. The product is [CH3:1][O:2][C:3]1[CH:4]=[C:5]([N:12]2[CH2:13][CH2:14][CH:15]([N:18]3[CH2:19][CH2:20][N:21]([S:25]([CH3:24])(=[O:27])=[O:26])[CH2:22][CH2:23]3)[CH2:16][CH2:17]2)[CH:6]=[CH:7][C:8]=1[N+:9]([O-:11])=[O:10]. The yield is 0.760. (6) The reactants are [C:1]1([CH2:7][O:8][C:9]2[CH:10]=[C:11]3[C:15](=[CH:16][CH:17]=2)[C:14](=[O:18])[CH2:13][CH2:12]3)[CH:6]=[CH:5][CH:4]=[CH:3][CH:2]=1.[BH4-].[Na+].O. The catalyst is O1CCCC1.CO. The product is [C:1]1([CH2:7][O:8][C:9]2[CH:10]=[C:11]3[C:15](=[CH:16][CH:17]=2)[CH:14]([OH:18])[CH2:13][CH2:12]3)[CH:2]=[CH:3][CH:4]=[CH:5][CH:6]=1. The yield is 0.890.